Dataset: TCR-epitope binding with 47,182 pairs between 192 epitopes and 23,139 TCRs. Task: Binary Classification. Given a T-cell receptor sequence (or CDR3 region) and an epitope sequence, predict whether binding occurs between them. The TCR CDR3 sequence is CSVDEGGWLETQYF. Result: 0 (the TCR does not bind to the epitope). The epitope is RLRAEAQVK.